Dataset: Experimentally validated miRNA-target interactions with 360,000+ pairs, plus equal number of negative samples. Task: Binary Classification. Given a miRNA mature sequence and a target amino acid sequence, predict their likelihood of interaction. (1) The miRNA is hsa-miR-1183 with sequence CACUGUAGGUGAUGGUGAGAGUGGGCA. The protein sequence of the target gene is MADVDPDTLLEWLQMGQGDERDMQLIALEQLCMLLLMSDNVDRCFETCPPRTFLPALCKIFLDESAPDNVLEVTARAITYYLDVSAECTRRIVGVDGAIKALCNRLVVVELNNRTSRDLAEQCVKVLELICTRESGAVFEAGGLNCVLTFIRDSGHLVHKDTLHSAMAVVSRLCGKMEPQDSSLEICVESLSSLLKHEDHQVSDGALRCFASLADRFTRRGVDPAPLAKHGLTEELLSRMAAAGGTVSGPSSACKPGRSTTGAPSTTADSKLSNQVSTIVSLLSTLCRGSPVVTHDLLRS.... Result: 1 (interaction). (2) The miRNA is hsa-miR-92a-1-5p with sequence AGGUUGGGAUCGGUUGCAAUGCU. The protein sequence of the target gene is MIKAILIFNNHGKPRLSKFYQPYSEDTQQQIIRETFHLVSKRDENVCNFLEGGLLIGGSDNKLIYRHYATLYFVFCVDSSESELGILDLIQVFVETLDKCFENVCELDLIFHVDKVHNILAEMVMGGMVLETNMNEIVTQIDAQNKLEKSEAGLAGAPARAVSAVKNMNLPEIPRNINIGDISIKVPNLPSFK. Result: 0 (no interaction). (3) The miRNA is mmu-miR-3093-5p with sequence CGCACCCCGCGGAGCUCACACU. The protein sequence of the target gene is MPSRKFADGEVVRGRWPGSSLYYEVEILSHDSTSQLYTVKYKDGTELELKENDIKPLTSFRQRKGGSTSSSPSRRRGSRSRSRSRSPGRPPKSARRSASASHQADIKEARREVEVKLTPLILKPFGNSISRYNGEPEHIERNDAPHKNTQEKFSLSQESSYIATQYSLRPRREEVKLKEIDSKEEKYVAKELAVRTFEVTPIRAKDLEFGGVPGVFLIMFGLPVFLFLLLLMCKQKDPSLLNFPPPLPALYELWETRVFGVYLLWFLIQVLFYLLPIGKVVEGTPLIDGRRLKYRLNGFY.... Result: 0 (no interaction). (4) The miRNA is hsa-miR-4469 with sequence GCUCCCUCUAGGGUCGCUCGGA. The protein sequence of the target gene is MGFLGTGTWILVLVLPIQAFPKPGGSQDKSLHNRELSAERPLNEQIAEAEEDKIKKTYPPENKPGQSNYSFVDNLNLLKAITEKEKIEKERQSIRSSPLDNKLNVEDVDSTKNRKLIDDYDSTKSGLDHKFQDDPDGLHQLDGTPLTAEDIVHKIAARIYEENDRAVFDKIVSKLLNLGLITESQAHTLEDEVAEVLQKLISKEANNYEEDPNKPTSWTENQAGKIPEKVTPMAAIQDGLAKGENDETVSNTLTLTNGLERRTKTYSEDNFEELQYFPNFYALLKSIDSEKEAKEKETLI.... Result: 0 (no interaction).